This data is from CYP2D6 inhibition data for predicting drug metabolism from PubChem BioAssay. The task is: Regression/Classification. Given a drug SMILES string, predict its absorption, distribution, metabolism, or excretion properties. Task type varies by dataset: regression for continuous measurements (e.g., permeability, clearance, half-life) or binary classification for categorical outcomes (e.g., BBB penetration, CYP inhibition). Dataset: cyp2d6_veith. (1) The compound is CC[C@@H](Nc1ncnc2nc[nH]c12)C(=O)O. The result is 0 (non-inhibitor). (2) The compound is COCCNc1nc(-c2cccc(NS(C)(=O)=O)c2)nc2ccccc12. The result is 0 (non-inhibitor). (3) The compound is Cc1noc(N)c1C(=O)Nc1ccc(F)cc1. The result is 0 (non-inhibitor). (4) The result is 0 (non-inhibitor). The compound is O=c1cnc2cnc(Nc3ccccc3)nc2n1Cc1ccc(F)cc1. (5) The drug is O=C1C[C@H](c2ccccc2)[C@@H](c2ccc(Br)cc2)O1. The result is 0 (non-inhibitor). (6) The molecule is CCOC(=O)CN(c1ccccn1)S(=O)(=O)c1ccccc1. The result is 0 (non-inhibitor). (7) The compound is COC(=O)Cn1cc(/C=N/NC(=O)c2ccc(C#N)cc2F)c2ccccc21. The result is 0 (non-inhibitor).